From a dataset of Peptide-MHC class I binding affinity with 185,985 pairs from IEDB/IMGT. Regression. Given a peptide amino acid sequence and an MHC pseudo amino acid sequence, predict their binding affinity value. This is MHC class I binding data. (1) The peptide sequence is FLAGHPLTNL. The MHC is HLA-A02:01 with pseudo-sequence HLA-A02:01. The binding affinity (normalized) is 0.756. (2) The peptide sequence is YLLFASMGFK. The MHC is HLA-A68:02 with pseudo-sequence HLA-A68:02. The binding affinity (normalized) is 0. (3) The peptide sequence is TYPVLEEMF. The MHC is HLA-B18:01 with pseudo-sequence HLA-B18:01. The binding affinity (normalized) is 0.0839. (4) The peptide sequence is GPVTAQVVL. The MHC is HLA-B07:02 with pseudo-sequence HLA-B07:02. The binding affinity (normalized) is 0.314. (5) The peptide sequence is KAVYNYATM. The MHC is H-2-Db with pseudo-sequence H-2-Db. The binding affinity (normalized) is 0.996.